This data is from Forward reaction prediction with 1.9M reactions from USPTO patents (1976-2016). The task is: Predict the product of the given reaction. Given the reactants [N+:1]([C:4]1[CH:5]=[C:6]([NH:10][C:11]2[C:16]([F:17])=[CH:15][N:14]=[C:13]([NH:18][C:19]3[CH:20]=[CH:21][C:22]4[O:27][CH2:26][C:25](=O)[NH:24][C:23]=4[CH:29]=3)[N:12]=2)[CH:7]=[CH:8][CH:9]=1)([O-])=O.Cl, predict the reaction product. The product is: [NH2:1][C:4]1[CH:5]=[C:6]([NH:10][C:11]2[C:16]([F:17])=[CH:15][N:14]=[C:13]([NH:18][C:19]3[CH:20]=[CH:21][C:22]4[O:27][CH2:26][CH:25]=[N:24][C:23]=4[CH:29]=3)[N:12]=2)[CH:7]=[CH:8][CH:9]=1.